Dataset: Full USPTO retrosynthesis dataset with 1.9M reactions from patents (1976-2016). Task: Predict the reactants needed to synthesize the given product. (1) Given the product [CH3:58][O:59][CH2:60][CH2:61][CH2:62][NH:63][C:21]([C:20]1[CH:24]=[CH:25][CH:26]=[CH:27][C:19]=1[S:16]([NH:15][C:6]1[CH:7]=[CH:8][C:9]2[C:14](=[CH:13][CH:12]=[CH:11][CH:10]=2)[C:5]=1[C:3]([O:2][CH3:1])=[O:4])(=[O:17])=[O:18])=[O:22], predict the reactants needed to synthesize it. The reactants are: [CH3:1][O:2][C:3]([C:5]1[C:14]2[C:9](=[CH:10][CH:11]=[CH:12][CH:13]=2)[CH:8]=[CH:7][C:6]=1[NH:15][S:16]([C:19]1[CH:27]=[CH:26][CH:25]=[CH:24][C:20]=1[C:21](O)=[O:22])(=[O:18])=[O:17])=[O:4].O.ON1C2C=CC=CC=2N=N1.CN1CCOCC1.Cl.CN(C)CCCN=C=NCC.[CH3:58][O:59][CH2:60][CH2:61][CH2:62][NH2:63]. (2) Given the product [C:1]([O:5][C:6]([N:8]1[CH2:13][CH2:12][O:11][CH2:10][CH:9]1[C:14]1[N:19]=[C:18]([OH:20])[C:17]([O:21][C:26](=[O:33])[C:27]2[CH:32]=[CH:31][CH:30]=[CH:29][CH:28]=2)=[C:16]([C:22]([O:24][CH3:25])=[O:23])[N:15]=1)=[O:7])([CH3:4])([CH3:3])[CH3:2], predict the reactants needed to synthesize it. The reactants are: [C:1]([O:5][C:6]([N:8]1[CH2:13][CH2:12][O:11][CH2:10][CH:9]1[C:14]1[N:19]=[C:18]([OH:20])[C:17]([OH:21])=[C:16]([C:22]([O:24][CH3:25])=[O:23])[N:15]=1)=[O:7])([CH3:4])([CH3:3])[CH3:2].[C:26](O[C:26](=[O:33])[C:27]1[CH:32]=[CH:31][CH:30]=[CH:29][CH:28]=1)(=[O:33])[C:27]1[CH:32]=[CH:31][CH:30]=[CH:29][CH:28]=1. (3) Given the product [C:4]([O:3][C:1]([N:8]1[CH2:9][CH2:10][N:11]([CH2:26][C:23]2[CH:22]=[C:21]([CH3:20])[O:25][N:24]=2)[CH2:12][CH2:13]1)=[O:2])([CH3:7])([CH3:6])[CH3:5], predict the reactants needed to synthesize it. The reactants are: [C:1]([N:8]1[CH2:13][CH2:12][NH:11][CH2:10][CH2:9]1)([O:3][C:4]([CH3:7])([CH3:6])[CH3:5])=[O:2].C(=O)([O-])[O-].[K+].[K+].[CH3:20][C:21]1[O:25][N:24]=[C:23]([CH2:26]OS(C)(=O)=O)[CH:22]=1. (4) Given the product [Cl:23][C:5]1[C:6]([NH:8][CH:9]2[CH2:14][CH2:13][N:12]([C:15]3[CH:22]=[CH:21][C:18]([C:19]#[N:20])=[CH:17][N:16]=3)[CH2:11][CH2:10]2)=[N:7][C:2]([NH:30][C:28]2[CH:27]=[N:26][N:25]([CH3:24])[CH:29]=2)=[N:3][CH:4]=1, predict the reactants needed to synthesize it. The reactants are: Cl[C:2]1[N:7]=[C:6]([NH:8][CH:9]2[CH2:14][CH2:13][N:12]([C:15]3[CH:22]=[CH:21][C:18]([C:19]#[N:20])=[CH:17][N:16]=3)[CH2:11][CH2:10]2)[C:5]([Cl:23])=[CH:4][N:3]=1.[CH3:24][N:25]1[CH:29]=[C:28]([NH2:30])[CH:27]=[N:26]1.Cl. (5) Given the product [O:36]=[C:34]1[C:4]2([CH2:9][CH2:8][CH2:7][N:6]([CH:10]3[CH2:15][CH2:14][N:13]([C:16]([C:18]4[C:22]5[CH:23]=[CH:24][CH:25]=[CH:26][C:21]=5[S:20][C:19]=4[NH:27][C:28]([NH:30][CH:31]([CH3:32])[CH3:33])=[O:29])=[O:17])[CH2:12][CH2:11]3)[CH2:5]2)[CH2:3][C:2](=[O:39])[NH:1]1, predict the reactants needed to synthesize it. The reactants are: [NH2:1][C:2](=[O:39])[CH2:3][C:4]1([C:34]([O:36]CC)=O)[CH2:9][CH2:8][CH2:7][N:6]([CH:10]2[CH2:15][CH2:14][N:13]([C:16]([C:18]3[C:22]4[CH:23]=[CH:24][CH:25]=[CH:26][C:21]=4[S:20][C:19]=3[NH:27][C:28]([NH:30][CH:31]([CH3:33])[CH3:32])=[O:29])=[O:17])[CH2:12][CH2:11]2)[CH2:5]1.C(OC(C)C)(C)C. (6) Given the product [CH3:4][C:2]([O:5][C:6]([N:8]1[CH2:9][CH2:10][CH:11]([CH2:14][C:15]2[CH:16]=[CH:17][C:18]([F:21])=[CH:19][CH:20]=2)[CH2:12][CH:13]1[CH3:22])=[O:7])([CH3:1])[CH3:3], predict the reactants needed to synthesize it. The reactants are: [CH3:1][C:2]([O:5][C:6]([N:8]1[CH2:13][CH2:12][CH:11]([CH2:14][C:15]2[CH:20]=[CH:19][C:18]([F:21])=[CH:17][CH:16]=2)[CH2:10][CH2:9]1)=[O:7])([CH3:4])[CH3:3].[CH3:22]N(CCN(C)C)C.C([Li])(CC)C.IC. (7) Given the product [OH:40][C@@H:35]1[CH2:36][CH2:37][CH2:38][CH2:39][C@H:34]1[NH:33][C:3]([C:4]1[CH:22]=[C:21]([C:12]2[CH:13]=[C:14]([C:17]([F:20])([F:19])[F:18])[CH:15]=[CH:16][C:11]=2[C:10]([F:26])([F:25])[F:9])[N:32]([CH2:31][CH2:30][CH:27]2[CH2:29][CH2:28]2)[C:5]=1[CH3:6])=[O:8], predict the reactants needed to synthesize it. The reactants are: CO[C:3](=[O:8])[CH2:4][C:5](=O)[CH3:6].[F:9][C:10]([F:26])([F:25])[C:11]1[CH:16]=[CH:15][C:14]([C:17]([F:20])([F:19])[F:18])=[CH:13][C:12]=1[C:21](=O)[CH2:22]Br.[CH:27]1([CH2:30][CH2:31][NH2:32])[CH2:29][CH2:28]1.[NH2:33][C@@H:34]1[CH2:39][CH2:38][CH2:37][CH2:36][C@H:35]1[OH:40]. (8) Given the product [CH2:25]([C:22]1[CH:23]=[CH:24][C:19]([C:18]([N:14]([CH:15]([CH3:16])[CH3:17])[CH:13]([NH2:48])[C@H:11]2[C@H:10]([S:42]([CH2:41][C:35]3[CH:40]=[CH:39][CH:38]=[CH:37][CH:36]=3)(=[O:44])=[O:43])[CH2:9][NH:8][CH2:12]2)=[O:33])=[CH:20][C:21]=1[O:27][CH2:28][CH2:29][CH2:30][O:31][CH3:32])[CH3:26], predict the reactants needed to synthesize it. The reactants are: C(OC([N:8]1[CH2:12][C@@H:11]([CH2:13][N:14]([C:18](=[O:33])[C:19]2[CH:24]=[CH:23][C:22]([CH2:25][CH3:26])=[C:21]([O:27][CH2:28][CH2:29][CH2:30][O:31][CH3:32])[CH:20]=2)[CH:15]([CH3:17])[CH3:16])[C@H:10](N)[CH2:9]1)=O)(C)(C)C.[C:35]1([CH2:41][S:42](Cl)(=[O:44])=[O:43])[CH:40]=[CH:39][CH:38]=[CH:37][CH:36]=1.CC#[N:48].O.CC#N.